Dataset: Merck oncology drug combination screen with 23,052 pairs across 39 cell lines. Task: Regression. Given two drug SMILES strings and cell line genomic features, predict the synergy score measuring deviation from expected non-interaction effect. (1) Drug 1: CCC1=CC2CN(C1)Cc1c([nH]c3ccccc13)C(C(=O)OC)(c1cc3c(cc1OC)N(C)C1C(O)(C(=O)OC)C(OC(C)=O)C4(CC)C=CCN5CCC31C54)C2. Drug 2: NC(=O)c1cccc2cn(-c3ccc(C4CCCNC4)cc3)nc12. Cell line: UWB1289. Synergy scores: synergy=-22.2. (2) Drug 1: CC1CC2C3CCC4=CC(=O)C=CC4(C)C3(F)C(O)CC2(C)C1(O)C(=O)CO. Drug 2: C#Cc1cccc(Nc2ncnc3cc(OCCOC)c(OCCOC)cc23)c1. Cell line: COLO320DM. Synergy scores: synergy=0.357. (3) Drug 1: CN1C(=O)C=CC2(C)C3CCC4(C)C(NC(=O)OCC(F)(F)F)CCC4C3CCC12. Drug 2: CCC1=CC2CN(C1)Cc1c([nH]c3ccccc13)C(C(=O)OC)(c1cc3c(cc1OC)N(C)C1C(O)(C(=O)OC)C(OC(C)=O)C4(CC)C=CCN5CCC31C54)C2. Cell line: A375. Synergy scores: synergy=3.31. (4) Drug 1: O=S1(=O)NC2(CN1CC(F)(F)F)C1CCC2Cc2cc(C=CCN3CCC(C(F)(F)F)CC3)ccc2C1. Drug 2: COC1CC2CCC(C)C(O)(O2)C(=O)C(=O)N2CCCCC2C(=O)OC(C(C)CC2CCC(OP(C)(C)=O)C(OC)C2)CC(=O)C(C)C=C(C)C(O)C(OC)C(=O)C(C)CC(C)C=CC=CC=C1C. Cell line: A2780. Synergy scores: synergy=25.5.